Task: Predict the reaction yield, written as a fraction of the theoretical maximum amount of product (1.0 means a 100% yield; for example, 0.34 means a 34% yield).. Dataset: Reaction yield outcomes from USPTO patents with 853,638 reactions (1) The reactants are [H-].[Na+].C1COCC1.[CH3:8][C:9]1[C:17]2[C:12](=[CH:13][C:14]([N+:18]([O-:20])=[O:19])=[CH:15][CH:16]=2)[NH:11][N:10]=1.[CH3:21][Si:22]([CH2:25][CH2:26][O:27][CH2:28]Cl)([CH3:24])[CH3:23]. The catalyst is CCOC(C)=O.O. The product is [CH3:8][C:9]1[C:17]2[C:12](=[CH:13][C:14]([N+:18]([O-:20])=[O:19])=[CH:15][CH:16]=2)[N:11]([CH2:28][O:27][CH2:26][CH2:25][Si:22]([CH3:24])([CH3:23])[CH3:21])[N:10]=1. The yield is 0.910. (2) The reactants are [N:1]([C@H:4]1[CH2:13][CH2:12][CH2:11][C:10]2[C:9]([C:14]#[N:15])=[CH:8][CH:7]=[CH:6][C:5]1=2)=[N+]=[N-].[CH3:16][C:17]([O:20][C:21](O[C:21]([O:20][C:17]([CH3:19])([CH3:18])[CH3:16])=[O:22])=[O:22])([CH3:19])[CH3:18].CCN(CC)CC. The catalyst is CO.[Pd]. The product is [C:14]([C:9]1[CH:8]=[CH:7][CH:6]=[C:5]2[C:10]=1[CH2:11][CH2:12][CH2:13][C@@H:4]2[NH:1][C:21](=[O:22])[O:20][C:17]([CH3:19])([CH3:18])[CH3:16])#[N:15]. The yield is 0.810. (3) The product is [CH:1]([O:4][C:5]1[CH:10]=[CH:9][C:8]([S:11]([NH:21][C:19]2[N:18]([C:22]3[CH:31]=[CH:30][CH:29]=[C:28]4[C:23]=3[CH:24]=[CH:25][CH:26]=[N:27]4)[N:17]=[C:16]([CH3:15])[CH:20]=2)(=[O:13])=[O:12])=[CH:7][CH:6]=1)([CH3:3])[CH3:2]. The catalyst is N1C=CC=CC=1. The reactants are [CH:1]([O:4][C:5]1[CH:10]=[CH:9][C:8]([S:11](Cl)(=[O:13])=[O:12])=[CH:7][CH:6]=1)([CH3:3])[CH3:2].[CH3:15][C:16]1[CH:20]=[C:19]([NH2:21])[N:18]([C:22]2[CH:31]=[CH:30][CH:29]=[C:28]3[C:23]=2[CH:24]=[CH:25][CH:26]=[N:27]3)[N:17]=1.C(=O)(O)[O-].[Na+]. The yield is 0.0800. (4) The reactants are [CH3:1][C:2]1([CH3:12])[CH2:11][NH:10][C@@H:9]2[C@H:4]([CH2:5][CH2:6][CH2:7][CH2:8]2)[NH:3]1.Br[C:14]1[CH:21]=[CH:20][C:17]([C:18]#[N:19])=[C:16]([Cl:22])[CH:15]=1.P(C(C)(C)C)(C(C)(C)C)C(C)(C)C.[H+].[B-](F)(F)(F)F.C(O[Na])(C)(C)C.Cl.CCOC(C)=O. The catalyst is C(OCC)(=O)C.CC([O-])=O.CC([O-])=O.[Pd+2].C1(C)C=CC=CC=1. The product is [Cl:22][C:16]1[CH:15]=[C:14]([N:10]2[C@@H:9]3[C@H:4]([CH2:5][CH2:6][CH2:7][CH2:8]3)[NH:3][C:2]([CH3:12])([CH3:1])[CH2:11]2)[CH:21]=[CH:20][C:17]=1[C:18]#[N:19]. The yield is 0.480. (5) The reactants are Br.[CH2:2]([C:4]1[N:5]=[C:6]([C@@H:9]([NH2:20])[CH2:10][C:11]2[CH:16]=[CH:15][C:14]([N+:17]([O-:19])=[O:18])=[CH:13][CH:12]=2)[S:7][CH:8]=1)[CH3:3].[C:21]1([C:27]([C:32]2[CH:37]=[CH:36][CH:35]=[CH:34][CH:33]=2)(C)[C:28]([OH:30])=O)[CH:26]=[CH:25][CH:24]=[CH:23][CH:22]=1.ON1C2C=CC=C[C:42]=2N=N1.CN(C)CCCN=C=NCC.C(N(CC)CC)C. The catalyst is CN(C=O)C.O. The product is [CH2:2]([C:4]1[N:5]=[C:6]([CH:9]([NH:20][C:28](=[O:30])[C@H:27]([C:32]2[CH:33]=[CH:34][CH:35]=[CH:36][CH:37]=2)[CH2:21][C:26]2[CH:42]=[CH:22][CH:23]=[CH:24][CH:25]=2)[CH2:10][C:11]2[CH:16]=[CH:15][C:14]([N+:17]([O-:19])=[O:18])=[CH:13][CH:12]=2)[S:7][CH:8]=1)[CH3:3]. The yield is 0.700.